Dataset: Forward reaction prediction with 1.9M reactions from USPTO patents (1976-2016). Task: Predict the product of the given reaction. (1) The product is: [CH3:18][O:17][C:16]1[CH:15]=[CH:14][CH:13]=[C:12]([O:19][CH3:20])[C:11]=1[CH:2]1[N:1]([CH2:30][C:29]2[CH:32]=[CH:33][CH:34]=[C:27]([C:24]3[N:23]=[C:22]([CH3:21])[O:26][N:25]=3)[CH:28]=2)[C:5](=[O:7])[CH:4]([CH3:10])[CH2:3]1. Given the reactants [NH2:1][CH:2]([C:11]1[C:16]([O:17][CH3:18])=[CH:15][CH:14]=[CH:13][C:12]=1[O:19][CH3:20])[CH2:3][CH:4]([CH3:10])[C:5]([O:7]CC)=O.[CH3:21][C:22]1[O:26][N:25]=[C:24]([C:27]2[CH:28]=[C:29]([CH:32]=[CH:33][CH:34]=2)[CH:30]=O)[N:23]=1, predict the reaction product. (2) Given the reactants [CH3:1][C:2]([CH3:18])([CH3:17])[CH2:3][O:4][CH2:5][CH2:6][CH2:7][CH2:8][O:9]CC1C=CC=CC=1, predict the reaction product. The product is: [CH3:1][C:2]([CH3:18])([CH3:17])[CH2:3][O:4][CH2:5][CH2:6][CH2:7][CH2:8][OH:9]. (3) Given the reactants Cl[C:2]1[CH:7]=[C:6]([N:8]2[CH2:13][CH2:12][N:11]([CH3:14])[CH2:10][CH2:9]2)[N:5]=[CH:4][N:3]=1.O.[NH2:16][NH2:17], predict the reaction product. The product is: [CH3:14][N:11]1[CH2:12][CH2:13][N:8]([C:6]2[N:5]=[CH:4][N:3]=[C:2]([NH:16][NH2:17])[CH:7]=2)[CH2:9][CH2:10]1. (4) Given the reactants [F:1][C:2]1[CH:7]=[CH:6][C:5]([CH2:8][CH2:9][NH:10][C:11]([C:13]2[CH:18]=[CH:17][C:16]([S:19](Cl)(=[O:21])=[O:20])=[CH:15][CH:14]=2)=[O:12])=[CH:4][CH:3]=1.[C:23]([OH:32])(=[O:31])[C:24]1[C:25](=[CH:27][CH:28]=[CH:29][CH:30]=1)[NH2:26].C(=O)(O)[O-].[Na+], predict the reaction product. The product is: [F:1][C:2]1[CH:7]=[CH:6][C:5]([CH2:8][CH2:9][NH:10][C:11]([C:13]2[CH:18]=[CH:17][C:16]([S:19]([NH:26][C:25]3[CH:27]=[CH:28][CH:29]=[CH:30][C:24]=3[C:23]([OH:32])=[O:31])(=[O:21])=[O:20])=[CH:15][CH:14]=2)=[O:12])=[CH:4][CH:3]=1. (5) Given the reactants Cl[C:2]1[C:7]([C:8]([F:11])([F:10])[F:9])=[CH:6][N:5]=[C:4]([NH:12][C:13]2[CH:27]=[CH:26][C:16]([CH2:17][P:18](=[O:25])([O:22][CH2:23][CH3:24])[O:19][CH2:20][CH3:21])=[CH:15][C:14]=2OC)[N:3]=1.[NH2:30][C:31]1[C:36]2[C:37](=[O:41])[N:38]([CH3:40])[CH2:39][C:35]=2[CH:34]=[CH:33][N+:32]=1[O-:42], predict the reaction product. The product is: [CH2:23]([O:22][P:18]([CH2:17][C:16]1[CH:15]=[CH:14][C:13]([NH:12][C:4]2[N:3]=[C:2]([NH:30][C:31]3[C:36]4[C:37](=[O:41])[N:38]([CH3:40])[CH2:39][C:35]=4[CH:34]=[CH:33][N+:32]=3[O-:42])[C:7]([C:8]([F:11])([F:9])[F:10])=[CH:6][N:5]=2)=[CH:27][CH:26]=1)(=[O:25])[O:19][CH2:20][CH3:21])[CH3:24].